Dataset: Forward reaction prediction with 1.9M reactions from USPTO patents (1976-2016). Task: Predict the product of the given reaction. (1) The product is: [CH:5]1[CH:6]=[N:1][CH:2]=[C:3]([CH2:7][C:8]([P:9]([O-:11])([OH:12])=[O:10])([P:13]([OH:16])([OH:15])=[O:14])[OH:17])[CH:4]=1.[CH:5]1[CH:6]=[N:1][CH:2]=[C:3]([CH2:7][C:8]([P:9]([O-:11])([OH:12])=[O:10])([P:13]([OH:16])([OH:15])=[O:14])[OH:17])[CH:4]=1.[OH2:18].[OH2:10].[OH2:10].[OH2:10].[OH2:10].[Na+:19].[Na+:19]. Given the reactants [N:1]1[CH:6]=[CH:5][CH:4]=[C:3]([CH2:7][C:8]([OH:17])([P:13]([OH:16])(=[O:15])[OH:14])[P:9]([OH:12])(=[O:11])[OH:10])[CH:2]=1.[OH-:18].[Na+:19], predict the reaction product. (2) Given the reactants [CH3:1][O:2][C:3]([C:5]1[CH:6]=[CH:7][C:8]([C:11]([OH:13])=O)=[N:9][CH:10]=1)=[O:4].S(Cl)([Cl:16])=O, predict the reaction product. The product is: [Cl:16][C:11]([C:8]1[N:9]=[CH:10][C:5]([C:3]([O:2][CH3:1])=[O:4])=[CH:6][CH:7]=1)=[O:13]. (3) The product is: [CH3:1][C:2]1[CH:7]=[CH:6][CH:5]=[C:4]([CH3:8])[C:3]=1[C:17]1[CH:18]=[CH:13][CH:14]=[C:15]([CH:19]2[CH2:28][CH2:27][C:26]3[C:21](=[CH:22][C:23]4[O:31][CH2:30][C@@H:29]([CH2:32][C:33]([O:35][CH3:36])=[O:34])[C:24]=4[CH:25]=3)[O:20]2)[CH:16]=1. Given the reactants [CH3:1][C:2]1[CH:7]=[CH:6][CH:5]=[C:4]([CH3:8])[C:3]=1B(O)O.Br[C:13]1[CH:14]=[C:15]([CH:19]2[CH2:28][CH2:27][C:26]3[C:21](=[CH:22][C:23]4[O:31][CH2:30][C@@H:29]([CH2:32][C:33]([O:35][CH3:36])=[O:34])[C:24]=4[CH:25]=3)[O:20]2)[CH:16]=[CH:17][CH:18]=1.C([O-])([O-])=O.[K+].[K+].[NH4+].[Cl-], predict the reaction product.